Dataset: Full USPTO retrosynthesis dataset with 1.9M reactions from patents (1976-2016). Task: Predict the reactants needed to synthesize the given product. Given the product [CH3:1][O:2][C:3]1[CH:4]=[C:5]2[C:10](=[CH:11][C:12]=1[O:13][CH3:14])[N:9]=[CH:8][N:7]=[C:6]2[O:15][C:16]1[CH:22]=[CH:21][C:19]([NH:20][C:24](=[O:26])[O:47][CH:43]([CH2:42][CH2:41][N:35]2[CH2:40][CH2:39][CH2:38][CH2:37][CH2:36]2)[CH2:44][CH2:45][CH3:46])=[CH:18][CH:17]=1, predict the reactants needed to synthesize it. The reactants are: [CH3:1][O:2][C:3]1[CH:4]=[C:5]2[C:10](=[CH:11][C:12]=1[O:13][CH3:14])[N:9]=[CH:8][N:7]=[C:6]2[O:15][C:16]1[CH:22]=[CH:21][C:19]([NH2:20])=[CH:18][CH:17]=1.Cl[C:24](Cl)([O:26]C(=O)OC(Cl)(Cl)Cl)Cl.[N:35]1([CH2:41][CH2:42][CH:43]([OH:47])[CH2:44][CH2:45][CH3:46])[CH2:40][CH2:39][CH2:38][CH2:37][CH2:36]1.C(=O)(O)[O-].[Na+].